This data is from PAMPA (Parallel Artificial Membrane Permeability Assay) permeability data from NCATS. The task is: Regression/Classification. Given a drug SMILES string, predict its absorption, distribution, metabolism, or excretion properties. Task type varies by dataset: regression for continuous measurements (e.g., permeability, clearance, half-life) or binary classification for categorical outcomes (e.g., BBB penetration, CYP inhibition). Dataset: pampa_ncats. (1) The drug is CC1=CC(=C(C=C1O)N)N=NC2=CC=C(C=C2)S(=O)(=O)NC3=CC=CC=N3. The result is 1 (high permeability). (2) The drug is COC1=CC=CC(=C1O)CNC2=CC=C(C=C2)S(=O)(=O)NC3=NC=CC=N3. The result is 1 (high permeability). (3) The drug is CC1=C(NC(=C1C(=O)C)C)C(=O)NC2=CC(=CC=C2)[S+](=O)(NC3=CC=C(C=C3)Br)[O-]. The result is 1 (high permeability). (4) The compound is C1=CC=C(C(=C1)NCC2=C3C=CC=NC3=C(C=C2)O)F. The result is 1 (high permeability).